The task is: Predict which catalyst facilitates the given reaction.. This data is from Catalyst prediction with 721,799 reactions and 888 catalyst types from USPTO. Reactant: [CH3:1][C:2]1[O:6][C:5]([C:7]2[CH:12]=[CH:11][CH:10]=[CH:9][CH:8]=2)=[N:4][C:3]=1[CH2:13][CH2:14][C:15]1[N:19]=[C:18]([CH2:20][O:21][C:22]2[CH:27]=[CH:26][CH:25]=[CH:24][C:23]=2[CH2:28][C:29]([O:31]C)=[O:30])[O:17][N:16]=1.O1CCCC1.[OH-].[Na+].Cl. Product: [CH3:1][C:2]1[O:6][C:5]([C:7]2[CH:12]=[CH:11][CH:10]=[CH:9][CH:8]=2)=[N:4][C:3]=1[CH2:13][CH2:14][C:15]1[N:19]=[C:18]([CH2:20][O:21][C:22]2[CH:27]=[CH:26][CH:25]=[CH:24][C:23]=2[CH2:28][C:29]([OH:31])=[O:30])[O:17][N:16]=1. The catalyst class is: 72.